Dataset: NCI-60 drug combinations with 297,098 pairs across 59 cell lines. Task: Regression. Given two drug SMILES strings and cell line genomic features, predict the synergy score measuring deviation from expected non-interaction effect. (1) Drug 1: CCCS(=O)(=O)NC1=C(C(=C(C=C1)F)C(=O)C2=CNC3=C2C=C(C=N3)C4=CC=C(C=C4)Cl)F. Drug 2: CN1C2=C(C=C(C=C2)N(CCCl)CCCl)N=C1CCCC(=O)O.Cl. Cell line: K-562. Synergy scores: CSS=13.3, Synergy_ZIP=0.312, Synergy_Bliss=-3.53, Synergy_Loewe=-52.0, Synergy_HSA=-7.21. (2) Drug 1: CN1C(=O)N2C=NC(=C2N=N1)C(=O)N. Drug 2: C1=CC=C(C(=C1)C(C2=CC=C(C=C2)Cl)C(Cl)Cl)Cl. Cell line: HOP-92. Synergy scores: CSS=-0.980, Synergy_ZIP=2.12, Synergy_Bliss=3.88, Synergy_Loewe=0.825, Synergy_HSA=0.496. (3) Drug 1: CC1C(C(=O)NC(C(=O)N2CCCC2C(=O)N(CC(=O)N(C(C(=O)O1)C(C)C)C)C)C(C)C)NC(=O)C3=C4C(=C(C=C3)C)OC5=C(C(=O)C(=C(C5=N4)C(=O)NC6C(OC(=O)C(N(C(=O)CN(C(=O)C7CCCN7C(=O)C(NC6=O)C(C)C)C)C)C(C)C)C)N)C. Drug 2: CCC1(CC2CC(C3=C(CCN(C2)C1)C4=CC=CC=C4N3)(C5=C(C=C6C(=C5)C78CCN9C7C(C=CC9)(C(C(C8N6C=O)(C(=O)OC)O)OC(=O)C)CC)OC)C(=O)OC)O.OS(=O)(=O)O. Cell line: KM12. Synergy scores: CSS=11.1, Synergy_ZIP=-11.4, Synergy_Bliss=-10.9, Synergy_Loewe=-10.8, Synergy_HSA=-8.09. (4) Drug 1: CN(C)N=NC1=C(NC=N1)C(=O)N. Drug 2: COC1=C2C(=CC3=C1OC=C3)C=CC(=O)O2. Cell line: IGROV1. Synergy scores: CSS=19.5, Synergy_ZIP=-1.78, Synergy_Bliss=4.52, Synergy_Loewe=0.494, Synergy_HSA=4.01. (5) Drug 1: CS(=O)(=O)C1=CC(=C(C=C1)C(=O)NC2=CC(=C(C=C2)Cl)C3=CC=CC=N3)Cl. Drug 2: CC1=C(C=C(C=C1)NC(=O)C2=CC=C(C=C2)CN3CCN(CC3)C)NC4=NC=CC(=N4)C5=CN=CC=C5. Cell line: HS 578T. Synergy scores: CSS=-4.03, Synergy_ZIP=1.48, Synergy_Bliss=0.420, Synergy_Loewe=-8.16, Synergy_HSA=-6.24. (6) Drug 1: C1CC(=O)NC(=O)C1N2CC3=C(C2=O)C=CC=C3N. Drug 2: CC1OCC2C(O1)C(C(C(O2)OC3C4COC(=O)C4C(C5=CC6=C(C=C35)OCO6)C7=CC(=C(C(=C7)OC)O)OC)O)O. Cell line: SR. Synergy scores: CSS=81.3, Synergy_ZIP=7.95, Synergy_Bliss=7.14, Synergy_Loewe=9.16, Synergy_HSA=10.9. (7) Cell line: A498. Synergy scores: CSS=10.9, Synergy_ZIP=-4.61, Synergy_Bliss=-0.202, Synergy_Loewe=-7.18, Synergy_HSA=-1.13. Drug 2: COC1=C2C(=CC3=C1OC=C3)C=CC(=O)O2. Drug 1: CC1C(C(=O)NC(C(=O)N2CCCC2C(=O)N(CC(=O)N(C(C(=O)O1)C(C)C)C)C)C(C)C)NC(=O)C3=C4C(=C(C=C3)C)OC5=C(C(=O)C(=C(C5=N4)C(=O)NC6C(OC(=O)C(N(C(=O)CN(C(=O)C7CCCN7C(=O)C(NC6=O)C(C)C)C)C)C(C)C)C)N)C. (8) Drug 1: CCN(CC)CCCC(C)NC1=C2C=C(C=CC2=NC3=C1C=CC(=C3)Cl)OC. Drug 2: C1C(C(OC1N2C=NC3=C2NC=NCC3O)CO)O. Cell line: HT29. Synergy scores: CSS=27.7, Synergy_ZIP=0.454, Synergy_Bliss=-0.110, Synergy_Loewe=-3.88, Synergy_HSA=-2.10.